The task is: Predict the reactants needed to synthesize the given product.. This data is from Retrosynthesis with 50K atom-mapped reactions and 10 reaction types from USPTO. (1) The reactants are: Cn1ncc([N+](=O)[O-])c1C1CCC(CI)O1.[N-]=[N+]=[N-]. Given the product Cn1ncc([N+](=O)[O-])c1C1CCC(CN=[N+]=[N-])O1, predict the reactants needed to synthesize it. (2) Given the product CC(C)[C@H](NC(=O)[C@H](C)N)C(=O)N1c2ncccc2C[C@H]1C(=O)Nc1ccccc1, predict the reactants needed to synthesize it. The reactants are: CC(C)[C@H](NC(=O)[C@H](C)NC(=O)OC(C)(C)C)C(=O)N1c2ncccc2C[C@H]1C(=O)Nc1ccccc1. (3) The reactants are: Nc1ccc(CC(=O)O)cc1.O=C=Nc1ccccc1. Given the product O=C(O)Cc1ccc(NC(=O)Nc2ccccc2)cc1, predict the reactants needed to synthesize it. (4) Given the product CCOC(=O)c1ccc2c(c1)CCC2N(CCc1c[nH]c2ccccc12)S(C)(=O)=O, predict the reactants needed to synthesize it. The reactants are: CCOC(=O)c1ccc2c(c1)CCC2NCCc1c[nH]c2ccccc12.CS(=O)(=O)Cl. (5) Given the product CC(C)(C)OC(=O)NC1=NC2(c3cc(-c4cccnc4F)ccc3Oc3c(F)cc(N4CCOCC4)cc32)c2nccn21, predict the reactants needed to synthesize it. The reactants are: C1COCCN1.CC(C)(C)OC(=O)NC1=NC2(c3cc(-c4cccnc4F)ccc3Oc3c(F)cc(OS(=O)(=O)C(F)(F)F)cc32)c2nccn21. (6) Given the product COc1ccc(CN2C(=O)c3c(Cl)nc(N[C@@H]4CCCC[C@@H]4NC(=O)OC(C)(C)C)c(F)c3C2(C)C)c(OC)c1, predict the reactants needed to synthesize it. The reactants are: CC(C)(C)OC(=O)N[C@H]1CCCC[C@H]1N.COc1ccc(CN2C(=O)c3c(Cl)nc(Cl)c(F)c3C2(C)C)c(OC)c1.